From a dataset of Peptide-MHC class I binding affinity with 185,985 pairs from IEDB/IMGT. Regression. Given a peptide amino acid sequence and an MHC pseudo amino acid sequence, predict their binding affinity value. This is MHC class I binding data. (1) The peptide sequence is DTVWEVQGY. The MHC is HLA-A26:01 with pseudo-sequence HLA-A26:01. The binding affinity (normalized) is 0.954. (2) The peptide sequence is VALFSSCPVAY. The MHC is HLA-B58:01 with pseudo-sequence HLA-B58:01. The binding affinity (normalized) is 0.0847. (3) The peptide sequence is ANPGRVKDW. The MHC is HLA-A31:01 with pseudo-sequence HLA-A31:01. The binding affinity (normalized) is 0.0847. (4) The peptide sequence is DSPATLSAY. The MHC is HLA-A69:01 with pseudo-sequence HLA-A69:01. The binding affinity (normalized) is 0.0847. (5) The peptide sequence is REWGWRIPF. The MHC is HLA-B40:13 with pseudo-sequence HLA-B40:13. The binding affinity (normalized) is 0.619. (6) The peptide sequence is GTITGGVCYY. The MHC is HLA-B45:01 with pseudo-sequence HLA-B45:01. The binding affinity (normalized) is 0. (7) The peptide sequence is ISLEAGQRF. The MHC is HLA-A01:01 with pseudo-sequence HLA-A01:01. The binding affinity (normalized) is 0.0847.